Binary Classification. Given a T-cell receptor sequence (or CDR3 region) and an epitope sequence, predict whether binding occurs between them. From a dataset of TCR-epitope binding with 47,182 pairs between 192 epitopes and 23,139 TCRs. (1) The epitope is RAKFKQLL. The TCR CDR3 sequence is CATALSPGGTDTQYF. Result: 0 (the TCR does not bind to the epitope). (2) The epitope is SEISMDNSPNL. The TCR CDR3 sequence is CASSLASSSQAYEQYF. Result: 0 (the TCR does not bind to the epitope). (3) The epitope is VVYRGTTTY. The TCR CDR3 sequence is CASSQEDANEKLFF. Result: 1 (the TCR binds to the epitope). (4) The epitope is VLWAHGFEL. The TCR CDR3 sequence is CASRDGWGPGGDTQYF. Result: 1 (the TCR binds to the epitope). (5) The epitope is IQYIDIGNY. The TCR CDR3 sequence is CASSLYHGELFF. Result: 1 (the TCR binds to the epitope). (6) The epitope is HSKKKCDEL. The TCR CDR3 sequence is CASSLAGQGALSRQYF. Result: 0 (the TCR does not bind to the epitope). (7) The epitope is AYILFTRFFYV. The TCR CDR3 sequence is CASSLLSGAGDVSGELFF. Result: 0 (the TCR does not bind to the epitope).